This data is from Forward reaction prediction with 1.9M reactions from USPTO patents (1976-2016). The task is: Predict the product of the given reaction. (1) Given the reactants [OH:1][S:2]([OH:5])(=O)=[O:3].O=S(=O)=O.[CH3:10][C:11]1[CH:20]=[CH:19][C:18]2[C:13](=[C:14]([OH:21])[CH:15]=[CH:16][CH:17]=2)[N:12]=1, predict the reaction product. The product is: [OH:21][C:14]1[C:13]2[N:12]=[C:11]([CH3:10])[CH:20]=[CH:19][C:18]=2[C:17]([S:2]([OH:5])(=[O:3])=[O:1])=[CH:16][CH:15]=1. (2) The product is: [Cl:20]/[C:15](/[C:12]1[CH:13]=[CH:14][C:9]([O:8][C:7]([F:19])([F:18])[F:6])=[CH:10][CH:11]=1)=[CH:16]/[C:31]#[N:29]. Given the reactants P(Cl)(Cl)(Cl)=O.[F:6][C:7]([F:19])([F:18])[O:8][C:9]1[CH:14]=[CH:13][C:12]([C:15](=O)[CH3:16])=[CH:11][CH:10]=1.[ClH:20].NO.C([O-])(O)=O.[Na+].C[N:29]([CH:31]=O)C, predict the reaction product.